This data is from NCI-60 drug combinations with 297,098 pairs across 59 cell lines. The task is: Regression. Given two drug SMILES strings and cell line genomic features, predict the synergy score measuring deviation from expected non-interaction effect. (1) Drug 1: CNC(=O)C1=CC=CC=C1SC2=CC3=C(C=C2)C(=NN3)C=CC4=CC=CC=N4. Drug 2: C(CC(=O)O)C(=O)CN.Cl. Cell line: HT29. Synergy scores: CSS=-4.00, Synergy_ZIP=-0.664, Synergy_Bliss=-7.46, Synergy_Loewe=-8.71, Synergy_HSA=-8.66. (2) Drug 1: CN1C(=O)N2C=NC(=C2N=N1)C(=O)N. Drug 2: C1C(C(OC1N2C=NC(=NC2=O)N)CO)O. Cell line: M14. Synergy scores: CSS=-2.26, Synergy_ZIP=-0.248, Synergy_Bliss=-3.69, Synergy_Loewe=-1.95, Synergy_HSA=-4.03. (3) Drug 1: CC1C(C(CC(O1)OC2CC(CC3=C2C(=C4C(=C3O)C(=O)C5=C(C4=O)C(=CC=C5)OC)O)(C(=O)C)O)N)O.Cl. Drug 2: CC(C1=C(C=CC(=C1Cl)F)Cl)OC2=C(N=CC(=C2)C3=CN(N=C3)C4CCNCC4)N. Cell line: SF-295. Synergy scores: CSS=35.7, Synergy_ZIP=-0.0715, Synergy_Bliss=6.94, Synergy_Loewe=0.567, Synergy_HSA=9.83. (4) Drug 1: C1CN1P(=S)(N2CC2)N3CC3. Drug 2: CCCCCOC(=O)NC1=NC(=O)N(C=C1F)C2C(C(C(O2)C)O)O. Cell line: OVCAR-4. Synergy scores: CSS=2.75, Synergy_ZIP=-1.56, Synergy_Bliss=-0.287, Synergy_Loewe=-4.97, Synergy_HSA=-1.96.